From a dataset of NCI-60 drug combinations with 297,098 pairs across 59 cell lines. Regression. Given two drug SMILES strings and cell line genomic features, predict the synergy score measuring deviation from expected non-interaction effect. (1) Drug 1: CC1=C(C=C(C=C1)C(=O)NC2=CC(=CC(=C2)C(F)(F)F)N3C=C(N=C3)C)NC4=NC=CC(=N4)C5=CN=CC=C5. Drug 2: C(CC(=O)O)C(=O)CN.Cl. Cell line: HCT-15. Synergy scores: CSS=1.94, Synergy_ZIP=-1.38, Synergy_Bliss=-4.27, Synergy_Loewe=-7.73, Synergy_HSA=-4.60. (2) Drug 1: CC1=C(C=C(C=C1)NC2=NC=CC(=N2)N(C)C3=CC4=NN(C(=C4C=C3)C)C)S(=O)(=O)N.Cl. Drug 2: N.N.Cl[Pt+2]Cl. Cell line: MDA-MB-231. Synergy scores: CSS=7.43, Synergy_ZIP=3.44, Synergy_Bliss=-2.09, Synergy_Loewe=-2.12, Synergy_HSA=-1.64.